This data is from Catalyst prediction with 721,799 reactions and 888 catalyst types from USPTO. The task is: Predict which catalyst facilitates the given reaction. Reactant: [CH:1]1([NH:4][C:5](=[O:23])[CH2:6][CH2:7][C:8]2[CH:13]=[CH:12][CH:11]=[C:10](B3OC(C)(C)C(C)(C)O3)[CH:9]=2)[CH2:3][CH2:2]1.CC(OC(OC(OC(C)(C)C)=O)=O)(C)C.[F-].[Cs+].[C:41]([O:45][C:46]([N:48]([C:65]1[CH:70]=[CH:69][N:68]=[C:67](Cl)[N:66]=1)[C:49]1[CH:50]=[C:51]2[C:55](=[CH:56][CH:57]=1)[N:54]([C:58]([O:60][C:61]([CH3:64])([CH3:63])[CH3:62])=[O:59])[N:53]=[CH:52]2)=[O:47])([CH3:44])([CH3:43])[CH3:42]. Product: [C:41]([O:45][C:46]([N:48]([C:65]1[CH:70]=[CH:69][N:68]=[C:67]([C:10]2[CH:11]=[CH:12][CH:13]=[C:8]([CH2:7][CH2:6][C:5]([NH:4][CH:1]3[CH2:2][CH2:3]3)=[O:23])[CH:9]=2)[N:66]=1)[C:49]1[CH:50]=[C:51]2[C:55](=[CH:56][CH:57]=1)[N:54]([C:58]([O:60][C:61]([CH3:63])([CH3:64])[CH3:62])=[O:59])[N:53]=[CH:52]2)=[O:47])([CH3:42])([CH3:43])[CH3:44]. The catalyst class is: 117.